This data is from Full USPTO retrosynthesis dataset with 1.9M reactions from patents (1976-2016). The task is: Predict the reactants needed to synthesize the given product. (1) Given the product [CH2:35]([C:38]1[CH:43]=[C:42]([F:44])[CH:41]=[CH:40][C:39]=1[CH2:45][O:46][CH2:20][C:18]1[CH:19]=[C:15]2[N:14]=[C:13]([CH3:22])[C:12]([C@H:23]([O:29][C:30]([CH3:33])([CH3:32])[CH3:31])[C:24]([O:26][CH2:27][CH3:28])=[O:25])=[C:11]([N:8]3[CH2:9][CH2:10][C:5]([O:4][CH2:1][CH:2]=[CH2:3])([CH3:34])[CH2:6][CH2:7]3)[N:16]2[N:17]=1)[CH:36]=[CH2:37], predict the reactants needed to synthesize it. The reactants are: [CH2:1]([O:4][C:5]1([CH3:34])[CH2:10][CH2:9][N:8]([C:11]2[N:16]3[N:17]=[C:18]([CH2:20]I)[CH:19]=[C:15]3[N:14]=[C:13]([CH3:22])[C:12]=2[C@H:23]([O:29][C:30]([CH3:33])([CH3:32])[CH3:31])[C:24]([O:26][CH2:27][CH3:28])=[O:25])[CH2:7][CH2:6]1)[CH:2]=[CH2:3].[CH2:35]([C:38]1[CH:43]=[C:42]([F:44])[CH:41]=[CH:40][C:39]=1[CH2:45][OH:46])[CH:36]=[CH2:37].[H-].[Na+]. (2) Given the product [F:45][C:42]1[CH:43]=[CH:44][C:39]([C:34]2[CH:35]=[CH:36][CH:37]=[CH:38][C:33]=2[CH2:32][N:22]2[C:23]([CH2:25][CH2:26][OH:27])=[CH:24][N:20]=[CH:21]2)=[CH:40][CH:41]=1, predict the reactants needed to synthesize it. The reactants are: C([N:20]1[CH:24]=[C:23]([CH2:25][CH2:26][OH:27])[N:22]=[CH:21]1)(C1C=CC=CC=1)(C1C=CC=CC=1)C1C=CC=CC=1.C(#N)C.Br[CH2:32][C:33]1[CH:38]=[CH:37][CH:36]=[CH:35][C:34]=1[C:39]1[CH:44]=[CH:43][C:42]([F:45])=[CH:41][CH:40]=1. (3) Given the product [Br:1][C:2]1[C:11]2[C:10]([CH3:13])([CH3:12])[CH2:9][CH:8]=[C:7]([CH:14]([CH3:16])[CH3:15])[C:6]=2[CH:5]=[C:4]([C:17](=[O:19])[CH:27]([CH3:28])[CH3:29])[C:3]=1[O:20][CH2:21][CH3:22], predict the reactants needed to synthesize it. The reactants are: [Br:1][C:2]1[C:11]2[C:10]([CH3:13])([CH3:12])[CH2:9][CH:8]=[C:7]([CH:14]([CH3:16])[CH3:15])[C:6]=2[CH:5]=[C:4]([C:17](=[O:19])C)[C:3]=1[O:20][CH2:21][CH3:22].C([N-][CH:27]([CH3:29])[CH3:28])(C)C.[Li+].CI. (4) Given the product [Cl:1][C:2]1[CH:3]=[CH:4][CH:5]=[C:6]2[C:10]=1[NH:9][CH:8]=[C:7]2[CH:11]1[CH2:16][CH2:15][N:14]([C:17](=[O:29])[CH2:18][C:19]2[CH:24]=[C:23]([NH2:25])[CH:22]=[CH:21][C:20]=2[CH3:28])[CH2:13][CH2:12]1, predict the reactants needed to synthesize it. The reactants are: [Cl:1][C:2]1[CH:3]=[CH:4][CH:5]=[C:6]2[C:10]=1[NH:9][CH:8]=[C:7]2[CH:11]1[CH2:16][CH2:15][N:14]([C:17](=[O:29])[CH2:18][C:19]2[CH:24]=[C:23]([N+:25]([O-])=O)[CH:22]=[CH:21][C:20]=2[CH3:28])[CH2:13][CH2:12]1.Cl.